Dataset: Peptide-MHC class II binding affinity with 134,281 pairs from IEDB. Task: Regression. Given a peptide amino acid sequence and an MHC pseudo amino acid sequence, predict their binding affinity value. This is MHC class II binding data. (1) The peptide sequence is DLLIEALSAMMLDRL. The MHC is DRB1_0701 with pseudo-sequence DRB1_0701. The binding affinity (normalized) is 0.927. (2) The peptide sequence is GCQTYKWETFLTSEL. The binding affinity (normalized) is 0.0918. The MHC is DRB1_0802 with pseudo-sequence DRB1_0802. (3) The peptide sequence is YQGVQQKWDATATEL. The MHC is HLA-DQA10301-DQB10302 with pseudo-sequence HLA-DQA10301-DQB10302. The binding affinity (normalized) is 0.248. (4) The peptide sequence is GIQYLAGLSTLPGNPAIASL. The MHC is DRB1_0301 with pseudo-sequence DRB1_0301. The binding affinity (normalized) is 0. (5) The peptide sequence is YDKFGANVSTVLTGK. The MHC is DRB1_1001 with pseudo-sequence DRB1_1001. The binding affinity (normalized) is 0.476. (6) The peptide sequence is STCITSMAERFKTKG. The MHC is DRB1_0101 with pseudo-sequence DRB1_0101. The binding affinity (normalized) is 0.713.